From a dataset of Peptide-MHC class II binding affinity with 134,281 pairs from IEDB. Regression. Given a peptide amino acid sequence and an MHC pseudo amino acid sequence, predict their binding affinity value. This is MHC class II binding data. (1) The peptide sequence is NNQNFFWAVKPKVVR. The MHC is DRB1_0701 with pseudo-sequence DRB1_0701. The binding affinity (normalized) is 0.758. (2) The binding affinity (normalized) is 0.0579. The MHC is DRB1_1201 with pseudo-sequence DRB1_1201. The peptide sequence is CGYKDVDKPPFDGMT. (3) The binding affinity (normalized) is 0.146. The peptide sequence is GQKYFKGNFQRLAIT. The MHC is DRB1_0802 with pseudo-sequence DRB1_0802. (4) The peptide sequence is KFPELGMNPSHCNEM. The MHC is HLA-DPA10103-DPB10301 with pseudo-sequence HLA-DPA10103-DPB10301. The binding affinity (normalized) is 0. (5) The peptide sequence is LTSQFFLPALPVFTWL. The MHC is DRB1_0701 with pseudo-sequence DRB1_0701. The binding affinity (normalized) is 0.646. (6) The peptide sequence is TAVAKCNEKHDEEFC. The MHC is DRB1_0401 with pseudo-sequence DRB1_0401. The binding affinity (normalized) is 0.746.